Task: Predict the reaction yield, written as a fraction of the theoretical maximum amount of product (1.0 means a 100% yield; for example, 0.34 means a 34% yield).. Dataset: Reaction yield outcomes from USPTO patents with 853,638 reactions (1) The reactants are [C:1]1([N:7]2[C:12](=[O:13])[NH:11][C:10](=[O:14])[C:9]([C:15]([OH:17])=O)=[N:8]2)[CH:6]=[CH:5][CH:4]=[CH:3][CH:2]=1.S(Cl)([Cl:20])=O. No catalyst specified. The product is [C:1]1([N:7]2[C:12](=[O:13])[NH:11][C:10](=[O:14])[C:9]([C:15]([Cl:20])=[O:17])=[N:8]2)[CH:6]=[CH:5][CH:4]=[CH:3][CH:2]=1. The yield is 0.850. (2) The reactants are [CH:1]([C:3]1[CH:12]=[CH:11][C:10]2[C:5](=[CH:6][CH:7]=[CH:8][CH:9]=2)[C:4]=1[CH:13]=[O:14])=[CH2:2].[H][H]. The catalyst is C(OCC)(=O)C.[C].[Pd]. The product is [CH2:1]([C:3]1[CH:12]=[CH:11][C:10]2[C:5](=[CH:6][CH:7]=[CH:8][CH:9]=2)[C:4]=1[CH:13]=[O:14])[CH3:2]. The yield is 0.960. (3) The reactants are [Cl:1][CH2:2][C:3](Cl)=[O:4].[C:6]1([CH2:12][CH2:13][NH2:14])[CH:11]=[CH:10][CH:9]=[CH:8][CH:7]=1.C(=O)(O)[O-].[Na+]. The catalyst is ClCCl. The product is [Cl:1][CH2:2][C:3]([NH:14][CH2:13][CH2:12][C:6]1[CH:11]=[CH:10][CH:9]=[CH:8][CH:7]=1)=[O:4]. The yield is 0.930. (4) The reactants are Cl.[NH:2]1[CH2:7][CH2:6][CH:5]([CH2:8][C:9]([OH:11])=[O:10])[CH2:4][CH2:3]1.C(N(CC)CC)C.Cl[C:20]1[N:25]=[C:24]([O:26][CH3:27])[N:23]=[C:22]([NH:28][C:29]2[CH:34]=[CH:33][C:32]([N:35]3[CH:39]=[C:38]([CH3:40])[N:37]=[CH:36]3)=[C:31]([O:41][CH3:42])[CH:30]=2)[N:21]=1. The catalyst is CO. The product is [CH3:27][O:26][C:24]1[N:23]=[C:22]([NH:28][C:29]2[CH:34]=[CH:33][C:32]([N:35]3[CH:39]=[C:38]([CH3:40])[N:37]=[CH:36]3)=[C:31]([O:41][CH3:42])[CH:30]=2)[N:21]=[C:20]([N:2]2[CH2:7][CH2:6][CH:5]([CH2:8][C:9]([OH:11])=[O:10])[CH2:4][CH2:3]2)[N:25]=1. The yield is 0.870. (5) The product is [N:4]1[CH:5]=[CH:6][CH:7]=[C:2]([C:1]2[S:8][CH:11]=[C:12]([C:13]([O:15][CH2:16][CH3:17])=[O:14])[N:9]=2)[CH:3]=1. The catalyst is CCO. The yield is 0.470. The reactants are [C:1]([NH2:9])(=[S:8])[C:2]1[CH:7]=[CH:6][CH:5]=[N:4][CH:3]=1.Br[CH2:11][C:12](=O)[C:13]([O:15][CH2:16][CH3:17])=[O:14]. (6) The reactants are Br[C:2]1[C:10]2[C:9]([NH:11][C@H:12]([C:14]3[N:19]([C:20]4[CH:25]=[CH:24][CH:23]=[CH:22][CH:21]=4)[C:18](=[O:26])[C:17]4=[C:27]([CH3:30])[CH:28]=[CH:29][N:16]4[N:15]=3)[CH3:13])=[N:8][CH:7]=[N:6][C:5]=2[N:4]([CH2:31][O:32][CH2:33][CH2:34][Si:35]([CH3:38])([CH3:37])[CH3:36])[CH:3]=1.[CH3:39][O:40][C:41]1[C:46]([NH2:47])=[CH:45][C:44](B2OC(C)(C)C(C)(C)O2)=[CH:43][N:42]=1.C(=O)([O-])[O-].[Na+].[Na+]. The catalyst is COCCOC.O.Cl[Pd](Cl)([P](C1C=CC=CC=1)(C1C=CC=CC=1)C1C=CC=CC=1)[P](C1C=CC=CC=1)(C1C=CC=CC=1)C1C=CC=CC=1. The product is [NH2:47][C:46]1[CH:45]=[C:44]([C:2]2[C:10]3[C:9]([NH:11][C@H:12]([C:14]4[N:19]([C:20]5[CH:25]=[CH:24][CH:23]=[CH:22][CH:21]=5)[C:18](=[O:26])[C:17]5=[C:27]([CH3:30])[CH:28]=[CH:29][N:16]5[N:15]=4)[CH3:13])=[N:8][CH:7]=[N:6][C:5]=3[N:4]([CH2:31][O:32][CH2:33][CH2:34][Si:35]([CH3:38])([CH3:37])[CH3:36])[CH:3]=2)[CH:43]=[N:42][C:41]=1[O:40][CH3:39]. The yield is 0.400.